Dataset: NCI-60 drug combinations with 297,098 pairs across 59 cell lines. Task: Regression. Given two drug SMILES strings and cell line genomic features, predict the synergy score measuring deviation from expected non-interaction effect. (1) Drug 1: COC1=CC(=CC(=C1O)OC)C2C3C(COC3=O)C(C4=CC5=C(C=C24)OCO5)OC6C(C(C7C(O6)COC(O7)C8=CC=CS8)O)O. Drug 2: CC1=CC=C(C=C1)C2=CC(=NN2C3=CC=C(C=C3)S(=O)(=O)N)C(F)(F)F. Cell line: UO-31. Synergy scores: CSS=17.0, Synergy_ZIP=-5.13, Synergy_Bliss=-3.05, Synergy_Loewe=0.174, Synergy_HSA=0.117. (2) Drug 1: CN1CCC(CC1)COC2=C(C=C3C(=C2)N=CN=C3NC4=C(C=C(C=C4)Br)F)OC. Drug 2: CC1=C(C=C(C=C1)NC(=O)C2=CC=C(C=C2)CN3CCN(CC3)C)NC4=NC=CC(=N4)C5=CN=CC=C5. Cell line: MDA-MB-231. Synergy scores: CSS=8.08, Synergy_ZIP=-2.27, Synergy_Bliss=-1.95, Synergy_Loewe=-3.55, Synergy_HSA=-1.23. (3) Drug 1: C1=CC(=CC=C1CCC2=CNC3=C2C(=O)NC(=N3)N)C(=O)NC(CCC(=O)O)C(=O)O. Drug 2: CC1=C(C=C(C=C1)C(=O)NC2=CC(=CC(=C2)C(F)(F)F)N3C=C(N=C3)C)NC4=NC=CC(=N4)C5=CN=CC=C5. Cell line: MALME-3M. Synergy scores: CSS=20.7, Synergy_ZIP=2.89, Synergy_Bliss=10.5, Synergy_Loewe=6.16, Synergy_HSA=8.96. (4) Drug 1: CCC1=C2CN3C(=CC4=C(C3=O)COC(=O)C4(CC)O)C2=NC5=C1C=C(C=C5)O. Drug 2: CC1CCC2CC(C(=CC=CC=CC(CC(C(=O)C(C(C(=CC(C(=O)CC(OC(=O)C3CCCCN3C(=O)C(=O)C1(O2)O)C(C)CC4CCC(C(C4)OC)OCCO)C)C)O)OC)C)C)C)OC. Cell line: BT-549. Synergy scores: CSS=8.40, Synergy_ZIP=-6.05, Synergy_Bliss=-2.04, Synergy_Loewe=-7.71, Synergy_HSA=-1.95. (5) Drug 1: C1=NC(=NC(=O)N1C2C(C(C(O2)CO)O)O)N. Drug 2: CCN(CC)CCNC(=O)C1=C(NC(=C1C)C=C2C3=C(C=CC(=C3)F)NC2=O)C. Cell line: UACC-257. Synergy scores: CSS=4.66, Synergy_ZIP=-2.20, Synergy_Bliss=-0.457, Synergy_Loewe=-0.384, Synergy_HSA=-1.00. (6) Drug 1: C1=CC=C(C=C1)NC(=O)CCCCCCC(=O)NO. Drug 2: C1CN(CCN1C(=O)CCBr)C(=O)CCBr. Cell line: SF-295. Synergy scores: CSS=12.2, Synergy_ZIP=-5.77, Synergy_Bliss=2.08, Synergy_Loewe=0.664, Synergy_HSA=1.02.